Dataset: Full USPTO retrosynthesis dataset with 1.9M reactions from patents (1976-2016). Task: Predict the reactants needed to synthesize the given product. (1) Given the product [N:1]1([C:6]2[N:7]=[CH:8][C:9]3[CH2:14][CH:13]([C:15]([OH:17])=[O:16])[CH2:12][C:10]=3[N:11]=2)[CH:5]=[N:4][N:3]=[N:2]1, predict the reactants needed to synthesize it. The reactants are: [N:1]1([C:6]2[N:7]=[CH:8][C:9]3[CH2:14][CH:13]([C:15]([O:17]C)=[O:16])[CH2:12][C:10]=3[N:11]=2)[CH:5]=[N:4][N:3]=[N:2]1.N1(C2N=C3CCC(C(O)=O)C3=CC=2)C=NN=N1. (2) Given the product [N:10]1[CH:11]=[CH:12][CH:13]=[CH:14][C:9]=1[N:1]1[CH2:4][CH:3]([CH2:5][CH2:6][OH:7])[CH2:2]1, predict the reactants needed to synthesize it. The reactants are: [NH:1]1[CH2:4][CH:3]([CH2:5][CH2:6][OH:7])[CH2:2]1.F[C:9]1[CH:14]=[CH:13][CH:12]=[CH:11][N:10]=1.C(N(CC)CC)C.CO. (3) Given the product [S:8]1[CH:12]=[CH:11][N:10]=[C:9]1[C:13]1([C:14]([O:16][C:17]([CH3:20])([CH3:19])[CH3:18])=[O:15])[CH2:23][CH2:22]1, predict the reactants needed to synthesize it. The reactants are: [H-].[Na+].CN(C=O)C.[S:8]1[CH:12]=[CH:11][N:10]=[C:9]1[CH2:13][C:14]([O:16][C:17]([CH3:20])([CH3:19])[CH3:18])=[O:15].Br[CH2:22][CH2:23]Br. (4) Given the product [Cl:26][C:27]1[CH:32]=[CH:31][C:30]([O:25][CH2:24][C:21]2[N:22]=[CH:23][C:18]([S:15]([C:4]3[C:3]([O:2][CH3:1])=[CH:14][C:7]4[CH2:8][CH2:9][N:10]([CH3:13])[CH2:11][CH2:12][C:6]=4[CH:5]=3)(=[O:17])=[O:16])=[CH:19][CH:20]=2)=[CH:29][CH:28]=1, predict the reactants needed to synthesize it. The reactants are: [CH3:1][O:2][C:3]1[C:4]([S:15]([C:18]2[CH:19]=[CH:20][C:21]([CH2:24][OH:25])=[N:22][CH:23]=2)(=[O:17])=[O:16])=[CH:5][C:6]2[CH2:12][CH2:11][N:10]([CH3:13])[CH2:9][CH2:8][C:7]=2[CH:14]=1.[Cl:26][C:27]1[CH:32]=[CH:31][C:30](O)=[CH:29][CH:28]=1.C1(P(C2C=CC=CC=2)C2C=CC=CC=2)C=CC=CC=1.N(C([O-])=O)=NC([O-])=O.